This data is from Cav3 T-type calcium channel HTS with 100,875 compounds. The task is: Binary Classification. Given a drug SMILES string, predict its activity (active/inactive) in a high-throughput screening assay against a specified biological target. (1) The drug is O1CCN(CC1)C(=O)Nc1oc2c(c(=O)c1)cc(cc2)C. The result is 0 (inactive). (2) The drug is O=C1N(C(Nc2ccc(cc2)C(OCC)=O)c2c1cccc2)c1ncc(cc1)C. The result is 0 (inactive). (3) The drug is O(C(=O)C1CCN(CC1)CC(O)COc1ccc(cc1)C(=O)C)CC. The result is 0 (inactive).